The task is: Predict the reaction yield, written as a fraction of the theoretical maximum amount of product (1.0 means a 100% yield; for example, 0.34 means a 34% yield).. This data is from Reaction yield outcomes from USPTO patents with 853,638 reactions. (1) The reactants are [OH:1][C:2]1([CH2:7][C:8](OC(C)(C)C)=[O:9])[CH2:6][CH2:5][CH2:4][CH2:3]1.[H-].[Al+3].[Li+].[H-].[H-].[H-]. The catalyst is C1COCC1. The product is [OH:9][CH2:8][CH2:7][C:2]1([OH:1])[CH2:6][CH2:5][CH2:4][CH2:3]1. The yield is 1.00. (2) The reactants are [CH3:1][O:2][C:3]1[C:12]([C:13]([O:15]CC)=[O:14])=[C:11]([O:18][CH3:19])[C:10]2[C:5](=[CH:6][CH:7]=[CH:8][CH:9]=2)[N:4]=1.Cl. The catalyst is [OH-].[Na+]. The product is [CH3:1][O:2][C:3]1[C:12]([C:13]([OH:15])=[O:14])=[C:11]([O:18][CH3:19])[C:10]2[C:5](=[CH:6][CH:7]=[CH:8][CH:9]=2)[N:4]=1. The yield is 0.500.